Dataset: NCI-60 drug combinations with 297,098 pairs across 59 cell lines. Task: Regression. Given two drug SMILES strings and cell line genomic features, predict the synergy score measuring deviation from expected non-interaction effect. (1) Drug 1: C1=NC2=C(N1)C(=S)N=C(N2)N. Drug 2: C(CC(=O)O)C(=O)CN.Cl. Cell line: CCRF-CEM. Synergy scores: CSS=47.2, Synergy_ZIP=-3.58, Synergy_Bliss=-3.44, Synergy_Loewe=-10.6, Synergy_HSA=0.344. (2) Drug 1: C(=O)(N)NO. Drug 2: CCCCC(=O)OCC(=O)C1(CC(C2=C(C1)C(=C3C(=C2O)C(=O)C4=C(C3=O)C=CC=C4OC)O)OC5CC(C(C(O5)C)O)NC(=O)C(F)(F)F)O. Cell line: MOLT-4. Synergy scores: CSS=61.1, Synergy_ZIP=9.09, Synergy_Bliss=8.72, Synergy_Loewe=-18.2, Synergy_HSA=8.85. (3) Drug 1: C1CN(CCN1C(=O)CCBr)C(=O)CCBr. Drug 2: C1CCC(C(C1)N)N.C(=O)(C(=O)[O-])[O-].[Pt+4]. Cell line: DU-145. Synergy scores: CSS=54.1, Synergy_ZIP=-6.94, Synergy_Bliss=-3.44, Synergy_Loewe=-13.3, Synergy_HSA=-0.238. (4) Drug 1: CC1=C2C(C(=O)C3(C(CC4C(C3C(C(C2(C)C)(CC1OC(=O)C(C(C5=CC=CC=C5)NC(=O)OC(C)(C)C)O)O)OC(=O)C6=CC=CC=C6)(CO4)OC(=O)C)OC)C)OC. Drug 2: CC1CCC2CC(C(=CC=CC=CC(CC(C(=O)C(C(C(=CC(C(=O)CC(OC(=O)C3CCCCN3C(=O)C(=O)C1(O2)O)C(C)CC4CCC(C(C4)OC)O)C)C)O)OC)C)C)C)OC. Cell line: NCIH23. Synergy scores: CSS=36.1, Synergy_ZIP=-4.24, Synergy_Bliss=-4.06, Synergy_Loewe=-0.0232, Synergy_HSA=1.76.